From a dataset of Full USPTO retrosynthesis dataset with 1.9M reactions from patents (1976-2016). Predict the reactants needed to synthesize the given product. (1) Given the product [NH2:1][C:2]1[N:7]=[C:6]([N:8]2[CH2:9][CH2:10][C:11]3([CH2:15][NH:14][C@H:13]([C:26]([OH:28])=[O:27])[CH2:12]3)[CH2:31][CH2:32]2)[CH:5]=[C:4]([O:33][C@H:34]([C:39]2[CH:44]=[CH:43][C:42]([CH2:45][CH3:46])=[CH:41][C:40]=2[N:47]2[CH:51]=[CH:50][C:49]([CH3:52])=[N:48]2)[C:35]([F:38])([F:37])[F:36])[N:3]=1, predict the reactants needed to synthesize it. The reactants are: [NH2:1][C:2]1[N:7]=[C:6]([N:8]2[CH2:32][CH2:31][C:11]3([CH2:15][N:14](C(OCC4C=CC=CC=4)=O)[C@H:13]([C:26]([O:28]CC)=[O:27])[CH2:12]3)[CH2:10][CH2:9]2)[CH:5]=[C:4]([O:33][C@H:34]([C:39]2[CH:44]=[CH:43][C:42]([CH2:45][CH3:46])=[CH:41][C:40]=2[N:47]2[CH:51]=[CH:50][C:49]([CH3:52])=[N:48]2)[C:35]([F:38])([F:37])[F:36])[N:3]=1.[Li+].[OH-]. (2) Given the product [F:1][C:2]1[CH:3]=[C:4]([CH:7]=[CH:8][CH:9]=1)[CH2:5][N:10]1[CH2:11][CH:12]=[C:13]([C:16]2[CH:17]=[CH:18][C:19]3[N:20]([C:22]([C:25]([F:28])([F:27])[F:26])=[N:23][N:24]=3)[N:21]=2)[CH2:14][CH2:15]1, predict the reactants needed to synthesize it. The reactants are: [F:1][C:2]1[CH:3]=[C:4]([CH:7]=[CH:8][CH:9]=1)[CH:5]=O.[NH:10]1[CH2:15][CH:14]=[C:13]([C:16]2[CH:17]=[CH:18][C:19]3[N:20]([C:22]([C:25]([F:28])([F:27])[F:26])=[N:23][N:24]=3)[N:21]=2)[CH2:12][CH2:11]1. (3) Given the product [CH3:16][C:7]1[CH:8]=[C:9]([CH:10]=[CH:11][CH:12]=1)[C:13]([NH:28][C:25]1[S:26][CH:27]=[C:23]([C:20]2[CH:21]=[CH:22][N:17]=[CH:18][CH:19]=2)[N:24]=1)=[O:15], predict the reactants needed to synthesize it. The reactants are: C(Cl)(=O)C(Cl)=O.[C:7]1([CH3:16])[CH:12]=[CH:11][CH:10]=[C:9]([C:13]([OH:15])=O)[CH:8]=1.[N:17]1[CH:22]=[CH:21][C:20]([C:23]2[N:24]=[C:25]([NH2:28])[S:26][CH:27]=2)=[CH:19][CH:18]=1. (4) Given the product [C:1]([C:3]1[CH:11]=[CH:10][CH:9]=[C:8]2[C:4]=1[CH:5]=[CH:6][N:7]2[CH2:15][CH2:16][CH2:17][CH2:18][CH2:19][B:20]([OH:22])[OH:21])#[N:2], predict the reactants needed to synthesize it. The reactants are: [C:1]([C:3]1[CH:11]=[CH:10][CH:9]=[C:8]2[C:4]=1[CH:5]=[CH:6][NH:7]2)#[N:2].[H-].[Na+].Br[CH2:15][CH2:16][CH2:17][CH2:18][CH2:19][B:20]([OH:22])[OH:21]. (5) Given the product [F:1][C:2]1[CH:3]=[CH:4][C:5]([C:8]2[CH:13]=[CH:12][C:11]([C:27](=[O:29])[CH3:28])=[CH:10][CH:9]=2)=[CH:6][CH:7]=1, predict the reactants needed to synthesize it. The reactants are: [F:1][C:2]1[CH:7]=[CH:6][C:5]([C:8]2[CH:13]=[CH:12][CH:11]=[CH:10][CH:9]=2)=[CH:4][CH:3]=1.[Al+3].[Cl-].[Cl-].[Cl-].[N+](C1C=CC=CC=1)([O-])=O.[C:27](Cl)(=[O:29])[CH3:28].Cl.